This data is from Forward reaction prediction with 1.9M reactions from USPTO patents (1976-2016). The task is: Predict the product of the given reaction. (1) Given the reactants [N+:1]([C:4]1[CH:9]=[CH:8][C:7]([C:10]2[N:11]=[CH:12][NH:13][CH:14]=2)=[CH:6][CH:5]=1)([O-:3])=[O:2].Br[CH2:16][C:17]([O:19][C:20]([CH3:23])([CH3:22])[CH3:21])=[O:18].C(=O)([O-])[O-].[K+].[K+], predict the reaction product. The product is: [N+:1]([C:4]1[CH:5]=[CH:6][C:7]([C:10]2[N:11]=[CH:12][N:13]([CH2:16][C:17]([O:19][C:20]([CH3:23])([CH3:22])[CH3:21])=[O:18])[CH:14]=2)=[CH:8][CH:9]=1)([O-:3])=[O:2]. (2) Given the reactants [Cl:1][C:2]1[CH:3]=[C:4]([CH2:9][CH2:10][CH2:11][NH2:12])[CH:5]=[CH:6][C:7]=1[Cl:8].[CH3:13][C:14]1([CH3:24])[O:18]/[C:17](=[CH:19]\[C:20](O)=[O:21])/[C:16](=[O:23])[O:15]1.C(Cl)CCl.C1C=CC2N(O)N=NC=2C=1.CN1CCOCC1, predict the reaction product. The product is: [Cl:1][C:2]1[CH:3]=[C:4]([CH2:9][CH2:10][CH2:11][NH:12][C:20](=[O:21])/[CH:19]=[C:17]2\[O:18][C:14]([CH3:13])([CH3:24])[O:15][C:16]\2=[O:23])[CH:5]=[CH:6][C:7]=1[Cl:8]. (3) Given the reactants [CH2:1]=[CH:2][CH2:3][CH:4]1[C:8](=[O:9])[CH:7]=[CH:6][CH2:5]1.[N+:10]([CH3:13])([O-:12])=[O:11], predict the reaction product. The product is: [N+:10]([CH2:13][CH:6]1[CH2:5][CH:4]([CH2:3][CH:2]=[CH2:1])[C:8](=[O:9])[CH2:7]1)([O-:12])=[O:11]. (4) Given the reactants [NH2:1][C:2]1[C:3]([C:19]([O-:21])=O)=[N:4][C:5]([C:12]2[CH:17]=[CH:16][CH:15]=[C:14]([OH:18])[CH:13]=2)=[N:6][C:7]=1[NH:8][CH:9]([CH3:11])[CH3:10].[NH2:22]C1C(C([O-])=O)=NC(Cl)=NC=1NC(C)C.[OH:37][C:38]1C=C(B(O)O)C=CC=1.P([O-])([O-])([O-])=O.[K+].[K+].[K+].C1(P(C2CCCCC2)C2C=CC=CC=2C2C(OC)=CC=CC=2OC)CCCCC1, predict the reaction product. The product is: [CH:9]([N:8]1[C:38](=[O:37])[NH:1][C:2]2[C:7]1=[N:6][C:5]([C:12]1[CH:17]=[CH:16][CH:15]=[C:14]([OH:18])[CH:13]=1)=[N:4][C:3]=2[C:19]([NH2:22])=[O:21])([CH3:10])[CH3:11]. (5) The product is: [Cl:8][C:6]1[N:5]=[N:4][C:3]([O:20][C:14]2[C:15]([CH3:19])=[CH:16][CH:17]=[CH:18][C:13]=2[CH:10]2[CH2:11][CH2:12]2)=[C:2]([OH:1])[CH:7]=1. Given the reactants [OH:1][C:2]1[CH:7]=[C:6]([Cl:8])[N:5]=[N:4][C:3]=1Cl.[CH:10]1([C:13]2[CH:18]=[CH:17][CH:16]=[C:15]([CH3:19])[C:14]=2[OH:20])[CH2:12][CH2:11]1.C1C2C(=CC=CC=2)CCC1.[OH-].[K+].Cl, predict the reaction product.